Task: Predict the reactants needed to synthesize the given product.. Dataset: Full USPTO retrosynthesis dataset with 1.9M reactions from patents (1976-2016) (1) Given the product [C:1]([O:5][C:6](=[O:7])[NH:8][CH:9]1[CH2:10][CH2:11][CH:12]([C:15](=[O:17])[NH:42][C:28]2[CH:29]=[C:30]([O:32][CH2:33][C:34]3[CH:39]=[CH:38][C:37]([C:40]#[N:41])=[CH:36][CH:35]=3)[CH:31]=[C:26]([O:25][CH2:24][C:23]3[CH:22]=[CH:21][C:20]([C:18]#[N:19])=[CH:44][CH:43]=3)[CH:27]=2)[CH2:13][CH2:14]1)([CH3:2])([CH3:3])[CH3:4], predict the reactants needed to synthesize it. The reactants are: [C:1]([O:5][C:6]([NH:8][C@H:9]1[CH2:14][CH2:13][C@H:12]([C:15]([OH:17])=O)[CH2:11][CH2:10]1)=[O:7])([CH3:4])([CH3:3])[CH3:2].[C:18]([C:20]1[CH:44]=[CH:43][C:23]([CH2:24][O:25][C:26]2[CH:27]=[C:28]([NH2:42])[CH:29]=[C:30]([O:32][CH2:33][C:34]3[CH:39]=[CH:38][C:37]([C:40]#[N:41])=[CH:36][CH:35]=3)[CH:31]=2)=[CH:22][CH:21]=1)#[N:19]. (2) Given the product [CH:14]1([C:2]([CH3:1])([C:3]([O:5][CH2:6][CH3:7])=[O:4])[C:8]([O:10][CH2:11][CH3:12])=[O:9])[CH2:18][CH2:17][CH2:16][CH2:15]1, predict the reactants needed to synthesize it. The reactants are: [CH3:1][CH:2]([C:8]([O:10][CH2:11][CH3:12])=[O:9])[C:3]([O:5][CH2:6][CH3:7])=[O:4].Br[CH:14]1[CH2:18][CH2:17][CH2:16][CH2:15]1. (3) Given the product [CH:25]([C:22]1[N:21]=[C:20]([N:17]2[CH2:18][CH2:19][CH:14]([N:11]3[CH2:12][CH2:13][C@H:9]([NH:8][C:5]4[CH:4]=[CH:3][C:2]([S:30]([CH3:29])(=[O:32])=[O:31])=[CH:7][N:6]=4)[C:10]3=[O:28])[CH2:15][CH2:16]2)[S:24][N:23]=1)([CH3:27])[CH3:26], predict the reactants needed to synthesize it. The reactants are: Br[C:2]1[CH:3]=[CH:4][C:5]([NH:8][C@H:9]2[CH2:13][CH2:12][N:11]([CH:14]3[CH2:19][CH2:18][N:17]([C:20]4[S:24][N:23]=[C:22]([CH:25]([CH3:27])[CH3:26])[N:21]=4)[CH2:16][CH2:15]3)[C:10]2=[O:28])=[N:6][CH:7]=1.[CH3:29][S:30]([O-:32])=[O:31].[Na+].[C@@H]1(N)CCCC[C@H]1N.O. (4) Given the product [CH3:11][C:10]([C:12]1[CH:17]=[CH:16][CH:15]=[CH:14][CH:13]=1)([CH2:20][CH:21]=[C:22]([CH3:24])[CH3:23])[C:9]([O:8][CH2:1][C:2]1[CH:3]=[CH:4][CH:5]=[CH:6][CH:7]=1)=[O:18], predict the reactants needed to synthesize it. The reactants are: [CH2:1]([O:8][C:9](=[O:18])[CH:10]([C:12]1[CH:17]=[CH:16][CH:15]=[CH:14][CH:13]=1)[CH3:11])[C:2]1[CH:7]=[CH:6][CH:5]=[CH:4][CH:3]=1.Br[CH2:20][CH:21]=[C:22]([CH3:24])[CH3:23].[I-].[Li+].C[Si](C)(C)[N-][Si](C)(C)C.[Li+].